This data is from Forward reaction prediction with 1.9M reactions from USPTO patents (1976-2016). The task is: Predict the product of the given reaction. (1) Given the reactants Cl[C:2]1[C:3]([C:16]2[CH:21]=[CH:20][C:19]([F:22])=[CH:18][CH:17]=2)=[N:4][C:5]2[C:10]([N:11]=1)=[CH:9][C:8]([C:12]([O:14][CH3:15])=[O:13])=[CH:7][CH:6]=2.[CH3:23][C@H:24]1[CH2:28][CH2:27][CH2:26][NH:25]1.[CH2:29](O)[CH2:30][CH2:31]C, predict the reaction product. The product is: [F:22][C:19]1[CH:20]=[CH:21][C:16]([C:3]2[C:2]([N:25]3[CH2:26][CH2:27][CH2:28][C@@H:24]3[CH3:23])=[N:11][C:10]3[C:5](=[CH:6][CH:7]=[C:8]([C:12]([O:14][CH2:15][CH2:29][CH2:30][CH3:31])=[O:13])[CH:9]=3)[N:4]=2)=[CH:17][CH:18]=1. (2) Given the reactants CO[C:3](=[O:12])[C:4]1[CH:9]=[CH:8][C:7]([OH:10])=[CH:6][C:5]=1[F:11].Cl.Cl[CH2:15][C:16]1[N:17]=[CH:18][S:19][CH:20]=1.[CH3:21][C@@H:22]1[CH2:26][CH2:25][CH2:24][N:23]1[CH2:27][C@@H:28]1[CH2:32][CH2:31][CH2:30][NH:29]1, predict the reaction product. The product is: [F:11][C:5]1[CH:6]=[C:7]([O:10][CH2:15][C:16]2[N:17]=[CH:18][S:19][CH:20]=2)[CH:8]=[CH:9][C:4]=1[C:3]([N:29]1[CH2:30][CH2:31][CH2:32][C@H:28]1[CH2:27][N:23]1[CH2:24][CH2:25][CH2:26][C@H:22]1[CH3:21])=[O:12]. (3) Given the reactants Br.[NH2:2][CH2:3][CH2:4][C:5]1[C:13]2[S:12][C:11](=[O:14])[NH:10][C:9]=2[C:8]([OH:15])=[CH:7][CH:6]=1.C(=O)([O-])O.[Na+].[CH3:21][O:22][CH:23]([O:26][CH3:27])[CH:24]=O.C([BH3-])#N.[Na+].Cl[C:33]([O:35][CH2:36][C:37]1[CH:42]=[CH:41][CH:40]=[CH:39][CH:38]=1)=[O:34], predict the reaction product. The product is: [CH3:27][O:26][CH:23]([O:22][CH3:21])[CH2:24][N:2]([CH2:3][CH2:4][C:5]1[C:13]2[S:12][C:11](=[O:14])[NH:10][C:9]=2[C:8]([OH:15])=[CH:7][CH:6]=1)[C:33](=[O:34])[O:35][CH2:36][C:37]1[CH:42]=[CH:41][CH:40]=[CH:39][CH:38]=1. (4) The product is: [CH2:16]([C@@H:2]1[CH2:3][N:4]([C:7]([O:9][C:10]([CH3:13])([CH3:12])[CH3:11])=[O:8])[CH2:5][C@H:6]1[OH:1])[CH:15]=[CH2:14]. Given the reactants [O:1]1[CH:6]2[CH:2]1[CH2:3][N:4]([C:7]([O:9][C:10]([CH3:13])([CH3:12])[CH3:11])=[O:8])[CH2:5]2.[CH2:14]([Mg]Cl)[CH:15]=[CH2:16], predict the reaction product. (5) The product is: [F:23][C:24]1[CH:29]=[CH:28][C:27]([C:4]2[CH:5]=[CH:6][C:7]([NH2:8])=[C:9]([N+:11]([O-:13])=[O:12])[CH:10]=2)=[CH:26][CH:25]=1. Given the reactants N#N.Br[C:4]1[CH:10]=[C:9]([N+:11]([O-:13])=[O:12])[C:7]([NH2:8])=[CH:6][CH:5]=1.C(Cl)Cl.C([O-])([O-])=O.[Na+].[Na+].[F:23][C:24]1[CH:29]=[CH:28][C:27](B(O)O)=[CH:26][CH:25]=1, predict the reaction product.